This data is from Retrosynthesis with 50K atom-mapped reactions and 10 reaction types from USPTO. The task is: Predict the reactants needed to synthesize the given product. Given the product CN1CCCn2c1cc(OCc1cc(F)cc(C#N)c1)nc2=O, predict the reactants needed to synthesize it. The reactants are: CN1CCCn2c1cc(Cl)nc2=O.N#Cc1cc(F)cc(CO)c1.